From a dataset of Reaction yield outcomes from USPTO patents with 853,638 reactions. Predict the reaction yield, written as a fraction of the theoretical maximum amount of product (1.0 means a 100% yield; for example, 0.34 means a 34% yield). The reactants are [CH3:1][C:2]1[CH:7]=[CH:6][C:5]([S:8]([O:11][CH2:12][CH:13]2[CH2:17][C:16]3[CH:18]=[C:19]([C:23]([F:26])([F:25])[F:24])[CH:20]=[C:21](Br)[C:15]=3[O:14]2)(=[O:10])=[O:9])=[CH:4][CH:3]=1.[F:27][C:28]1[CH:33]=[CH:32][CH:31]=[CH:30][C:29]=1B(O)O.C(C1C=CC=CC=1B1OC(C)(C)C(C)(C)O1)(C)C. No catalyst specified. The product is [CH3:1][C:2]1[CH:7]=[CH:6][C:5]([S:8]([O:11][CH2:12][CH:13]2[CH2:17][C:16]3[CH:18]=[C:19]([C:23]([F:26])([F:25])[F:24])[CH:20]=[C:21]([C:29]4[CH:30]=[CH:31][CH:32]=[CH:33][C:28]=4[F:27])[C:15]=3[O:14]2)(=[O:10])=[O:9])=[CH:4][CH:3]=1. The yield is 0.810.